From a dataset of NCI-60 drug combinations with 297,098 pairs across 59 cell lines. Regression. Given two drug SMILES strings and cell line genomic features, predict the synergy score measuring deviation from expected non-interaction effect. (1) Drug 1: CN1CCC(CC1)COC2=C(C=C3C(=C2)N=CN=C3NC4=C(C=C(C=C4)Br)F)OC. Drug 2: C(CCl)NC(=O)N(CCCl)N=O. Cell line: RPMI-8226. Synergy scores: CSS=22.5, Synergy_ZIP=7.40, Synergy_Bliss=11.0, Synergy_Loewe=-1.11, Synergy_HSA=6.00. (2) Drug 1: C1=C(C(=O)NC(=O)N1)N(CCCl)CCCl. Drug 2: C#CCC(CC1=CN=C2C(=N1)C(=NC(=N2)N)N)C3=CC=C(C=C3)C(=O)NC(CCC(=O)O)C(=O)O. Cell line: SR. Synergy scores: CSS=63.8, Synergy_ZIP=4.59, Synergy_Bliss=1.69, Synergy_Loewe=3.78, Synergy_HSA=4.29. (3) Drug 1: C1=C(C(=O)NC(=O)N1)F. Drug 2: CC(C1=C(C=CC(=C1Cl)F)Cl)OC2=C(N=CC(=C2)C3=CN(N=C3)C4CCNCC4)N. Cell line: SK-MEL-28. Synergy scores: CSS=23.1, Synergy_ZIP=2.58, Synergy_Bliss=0.918, Synergy_Loewe=-2.38, Synergy_HSA=-1.78. (4) Drug 1: CC12CCC(CC1=CCC3C2CCC4(C3CC=C4C5=CN=CC=C5)C)O. Drug 2: CC1=C2C(C(=O)C3(C(CC4C(C3C(C(C2(C)C)(CC1OC(=O)C(C(C5=CC=CC=C5)NC(=O)OC(C)(C)C)O)O)OC(=O)C6=CC=CC=C6)(CO4)OC(=O)C)OC)C)OC. Cell line: IGROV1. Synergy scores: CSS=45.7, Synergy_ZIP=13.0, Synergy_Bliss=12.6, Synergy_Loewe=-0.210, Synergy_HSA=14.0. (5) Drug 1: CN1CCC(CC1)COC2=C(C=C3C(=C2)N=CN=C3NC4=C(C=C(C=C4)Br)F)OC. Drug 2: C#CCC(CC1=CN=C2C(=N1)C(=NC(=N2)N)N)C3=CC=C(C=C3)C(=O)NC(CCC(=O)O)C(=O)O. Cell line: SK-MEL-2. Synergy scores: CSS=-0.289, Synergy_ZIP=-0.161, Synergy_Bliss=-5.13, Synergy_Loewe=-8.10, Synergy_HSA=-6.99. (6) Drug 1: CC(C1=C(C=CC(=C1Cl)F)Cl)OC2=C(N=CC(=C2)C3=CN(N=C3)C4CCNCC4)N. Drug 2: CC(C)(C#N)C1=CC(=CC(=C1)CN2C=NC=N2)C(C)(C)C#N. Cell line: SN12C. Synergy scores: CSS=8.91, Synergy_ZIP=-2.75, Synergy_Bliss=-0.701, Synergy_Loewe=0.345, Synergy_HSA=0.588. (7) Drug 1: C1CCN(CC1)CCOC2=CC=C(C=C2)C(=O)C3=C(SC4=C3C=CC(=C4)O)C5=CC=C(C=C5)O. Drug 2: N.N.Cl[Pt+2]Cl. Cell line: OVCAR3. Synergy scores: CSS=-5.39, Synergy_ZIP=4.55, Synergy_Bliss=0.800, Synergy_Loewe=-0.480, Synergy_HSA=-3.68.